Dataset: Reaction yield outcomes from USPTO patents with 853,638 reactions. Task: Predict the reaction yield, written as a fraction of the theoretical maximum amount of product (1.0 means a 100% yield; for example, 0.34 means a 34% yield). The reactants are [F:1][C:2]1[CH:3]=[C:4]([CH:28]=[CH:29][CH:30]=1)[O:5][C:6]1[CH:11]=[CH:10][C:9]([C:12]2[C:20]3[C:15](=[N:16][CH:17]=[N:18][C:19]=3[NH2:21])[N:14]([C@@H:22]3[CH2:27][CH2:26][CH2:25][NH:24][CH2:23]3)[N:13]=2)=[CH:8][CH:7]=1.[C:31]([CH2:33][C:34](O)=[O:35])#[N:32].N1(C(N2C=CN=C2)=O)C=CN=C1. The catalyst is ClCCl. The product is [NH2:21][C:19]1[N:18]=[CH:17][N:16]=[C:15]2[N:14]([C@@H:22]3[CH2:27][CH2:26][CH2:25][N:24]([C:34](=[O:35])[CH2:33][C:31]#[N:32])[CH2:23]3)[N:13]=[C:12]([C:9]3[CH:10]=[CH:11][C:6]([O:5][C:4]4[CH:28]=[CH:29][CH:30]=[C:2]([F:1])[CH:3]=4)=[CH:7][CH:8]=3)[C:20]=12. The yield is 0.570.